This data is from Reaction yield outcomes from USPTO patents with 853,638 reactions. The task is: Predict the reaction yield, written as a fraction of the theoretical maximum amount of product (1.0 means a 100% yield; for example, 0.34 means a 34% yield). (1) The reactants are [Cl:1][C:2]1[CH:3]=[C:4]([CH:8]=[C:9]([Cl:28])[C:10]=1[C:11]([C:13]1[C:21]2[C:16](=[C:17]([NH:22][C:23]([CH:25]3[CH2:27][CH2:26]3)=[O:24])[N:18]=[CH:19][CH:20]=2)[NH:15][CH:14]=1)=[O:12])[C:5]([OH:7])=O.C(N=C=NCCCN(C)C)C.ON1C2C=CC=CC=2N=N1.[NH2:50][CH2:51][CH:52]([OH:55])[CH2:53][OH:54].C(=O)(O)[O-].[Na+]. The catalyst is CN(C)C=O. The product is [Cl:1][C:2]1[CH:3]=[C:4]([CH:8]=[C:9]([Cl:28])[C:10]=1[C:11]([C:13]1[C:21]2[C:16](=[C:17]([NH:22][C:23]([CH:25]3[CH2:26][CH2:27]3)=[O:24])[N:18]=[CH:19][CH:20]=2)[NH:15][CH:14]=1)=[O:12])[C:5]([NH:50][CH2:51][CH:52]([OH:55])[CH2:53][OH:54])=[O:7]. The yield is 0.517. (2) The reactants are [C:1]([C:4]1[S:5][CH:6]=[C:7]([C:9]([NH:11][C@@H:12]([CH3:28])[CH2:13][N:14]2[CH:18]=[CH:17][C:16]([C:19]3[CH:24]=[CH:23][C:22]([C:25]#[N:26])=[C:21]([Cl:27])[CH:20]=3)=[N:15]2)=[O:10])[N:8]=1)(=[O:3])[CH3:2].[BH4-].[Na+].O.Cl. The catalyst is C(O)C. The product is [Cl:27][C:21]1[CH:20]=[C:19]([C:16]2[CH:17]=[CH:18][N:14]([CH2:13][C@@H:12]([NH:11][C:9]([C:7]3[N:8]=[C:4]([CH:1]([OH:3])[CH3:2])[S:5][CH:6]=3)=[O:10])[CH3:28])[N:15]=2)[CH:24]=[CH:23][C:22]=1[C:25]#[N:26]. The yield is 0.416. (3) The catalyst is CN(C)C=O.C(OCC)(=O)C. The reactants are [CH3:1][O:2][C:3]([NH:5][C:6](=[C:10]1[CH2:15][CH2:14][O:13][CH2:12][CH2:11]1)[C:7]([OH:9])=O)=[O:4].CN(C(ON1N=NC2C=CC=NC1=2)=[N+](C)C)C.F[P-](F)(F)(F)(F)F.Cl.Cl.Cl.[CH3:43][O:44][C:45](=[O:89])[NH:46][CH:47]([C:51]([N:53]1[CH2:57][CH2:56][CH2:55][CH:54]1[C:58]1[NH:59][C:60]([C:63]2[CH:72]=[CH:71][C:70]3[C:65](=[CH:66][CH:67]=[C:68]([C:73]4[CH:78]=[CH:77][C:76]([C:79]5[NH:80][C:81]([CH:84]6[CH2:88][CH2:87][CH2:86][NH:85]6)=[N:82][CH:83]=5)=[CH:75][CH:74]=4)[CH:69]=3)[CH:64]=2)=[CH:61][N:62]=1)=[O:52])[CH:48]([CH3:50])[CH3:49].C(N(C(C)C)CC)(C)C. The yield is 0.500. The product is [CH3:43][O:44][C:45](=[O:89])[NH:46][CH:47]([C:51]([N:53]1[CH2:57][CH2:56][CH2:55][CH:54]1[C:58]1[NH:59][C:60]([C:63]2[CH:72]=[CH:71][C:70]3[C:65](=[CH:66][CH:67]=[C:68]([C:73]4[CH:78]=[CH:77][C:76]([C:79]5[NH:80][C:81]([CH:84]6[CH2:88][CH2:87][CH2:86][N:85]6[C:7](=[O:9])[C:6]([NH:5][C:3]([O:2][CH3:1])=[O:4])=[C:10]6[CH2:15][CH2:14][O:13][CH2:12][CH2:11]6)=[N:82][CH:83]=5)=[CH:75][CH:74]=4)[CH:69]=3)[CH:64]=2)=[CH:61][N:62]=1)=[O:52])[CH:48]([CH3:50])[CH3:49]. (4) The reactants are [CH2:1]([O:8][C:9]1[CH:10]=[CH:11][C:12]([C:20](=[O:23])[CH2:21][Br:22])=[C:13]2[C:18]=1[NH:17][C:16](=[O:19])[CH:15]=[CH:14]2)[C:2]1[CH:7]=[CH:6][CH:5]=[CH:4][CH:3]=1.O1CCCC1.B.CO. The catalyst is C1(C)C=CC=CC=1. The product is [CH2:1]([O:8][C:9]1[CH:10]=[CH:11][C:12]([C@@H:20]([OH:23])[CH2:21][Br:22])=[C:13]2[C:18]=1[NH:17][C:16](=[O:19])[CH:15]=[CH:14]2)[C:2]1[CH:3]=[CH:4][CH:5]=[CH:6][CH:7]=1. The yield is 0.810. (5) The reactants are COCCO[AlH2-]OCCOC.[Na+].[C:13]([O:17][C:18]([NH:20][C@@:21]12[CH2:27][CH2:26][C@:25]1([CH2:28][F:29])[CH2:24][N:23]([C@@H:30]([C:32]1[CH:37]=[CH:36][CH:35]=[CH:34][CH:33]=1)[CH3:31])[C:22]2=O)=[O:19])([CH3:16])([CH3:15])[CH3:14].O.O.O.O.C(C(C(C([O-])=O)O)O)([O-])=O.[Na+].[K+].C(OCC)(=O)C. The catalyst is C1(C)C=CC=CC=1.[Cl-].[Na+].O. The product is [C:13]([O:17][C:18]([NH:20][C@@:21]12[CH2:27][CH2:26][C@:25]1([CH2:28][F:29])[CH2:24][N:23]([C@@H:30]([C:32]1[CH:33]=[CH:34][CH:35]=[CH:36][CH:37]=1)[CH3:31])[CH2:22]2)=[O:19])([CH3:14])([CH3:15])[CH3:16]. The yield is 0.830. (6) The product is [CH2:39]([N:36]1[C:37]2[C:33](=[CH:32][CH:31]=[C:30]([NH:29][C:28]([C:25]3[CH:26]=[CH:27][C:22]([N:19]4[CH2:18][CH2:17][N:16]([C:13]5[CH:12]=[CH:11][C:10]([C:9]([OH:42])=[O:8])=[CH:15][CH:14]=5)[CH2:21][CH2:20]4)=[N:23][CH:24]=3)=[O:41])[CH:38]=2)[CH:34]=[CH:35]1)[CH3:40]. The catalyst is [Pd].CCOC(C)=O. The yield is 0.960. The reactants are C([O:8][C:9](=[O:42])[C:10]1[CH:15]=[CH:14][C:13]([N:16]2[CH2:21][CH2:20][N:19]([C:22]3[CH:27]=[CH:26][C:25]([C:28](=[O:41])[NH:29][C:30]4[CH:38]=[C:37]5[C:33]([CH:34]=[CH:35][N:36]5[CH2:39][CH3:40])=[CH:32][CH:31]=4)=[CH:24][N:23]=3)[CH2:18][CH2:17]2)=[CH:12][CH:11]=1)C1C=CC=CC=1.CCO.[H][H].